From a dataset of Forward reaction prediction with 1.9M reactions from USPTO patents (1976-2016). Predict the product of the given reaction. (1) Given the reactants C(N(C(C)C)CC)(C)C.Cl.[O:11]=[C:12]1[CH:17]([N:18]2[C:26](=[O:27])[C:25]3[C:20](=[CH:21][CH:22]=[CH:23][C:24]=3[CH2:28][NH:29][CH3:30])[C:19]2=[O:31])[CH2:16][CH2:15][C:14](=[O:32])[NH:13]1.[Cl:33][C:34]1[CH:35]=[C:36]([N:41]=[C:42]=[O:43])[CH:37]=[CH:38][C:39]=1[CH3:40], predict the reaction product. The product is: [Cl:33][C:34]1[CH:35]=[C:36]([NH:41][C:42](=[O:43])[N:29]([CH2:28][C:24]2[CH:23]=[CH:22][CH:21]=[C:20]3[C:25]=2[C:26](=[O:27])[N:18]([CH:17]2[CH2:16][CH2:15][C:14](=[O:32])[NH:13][C:12]2=[O:11])[C:19]3=[O:31])[CH3:30])[CH:37]=[CH:38][C:39]=1[CH3:40]. (2) Given the reactants [Br:1][C:2]1[CH:8]=[CH:7][C:5]([NH2:6])=[CH:4][CH:3]=1.[CH2:9]([O:11]/[CH:12]=[CH:13]/[C:14](Cl)=[O:15])[CH3:10].O, predict the reaction product. The product is: [Br:1][C:2]1[CH:8]=[CH:7][C:5]([NH:6][C:14](=[O:15])/[CH:13]=[CH:12]/[O:11][CH2:9][CH3:10])=[CH:4][CH:3]=1.